From a dataset of Peptide-MHC class I binding affinity with 185,985 pairs from IEDB/IMGT. Regression. Given a peptide amino acid sequence and an MHC pseudo amino acid sequence, predict their binding affinity value. This is MHC class I binding data. The peptide sequence is LDFAKVASV. The MHC is HLA-A02:02 with pseudo-sequence HLA-A02:02. The binding affinity (normalized) is 0.620.